From a dataset of Reaction yield outcomes from USPTO patents with 853,638 reactions. Predict the reaction yield, written as a fraction of the theoretical maximum amount of product (1.0 means a 100% yield; for example, 0.34 means a 34% yield). The reactants are [CH2:1]([N:8]1[CH2:17][CH2:16][C:15]2[N:14]=[C:13](Cl)[CH:12]=[CH:11][C:10]=2[CH2:9]1)[C:2]1[CH:7]=[CH:6][CH:5]=[CH:4][CH:3]=1.[CH:19]([NH2:22])([CH3:21])[CH3:20].CC(C1C=C(C(C)C)C(C2C=CC=CC=2P(C2CCCCC2)C2CCCCC2)=C(C(C)C)C=1)C.CC(C)([O-])C.[Na+]. The catalyst is C1C=CC(/C=C/C(/C=C/C2C=CC=CC=2)=O)=CC=1.C1C=CC(/C=C/C(/C=C/C2C=CC=CC=2)=O)=CC=1.C1C=CC(/C=C/C(/C=C/C2C=CC=CC=2)=O)=CC=1.[Pd].[Pd].O.C1(C)C=CC=CC=1. The product is [CH2:1]([N:8]1[CH2:17][CH2:16][C:15]2[N:14]=[C:13]([NH:22][CH:19]([CH3:21])[CH3:20])[CH:12]=[CH:11][C:10]=2[CH2:9]1)[C:2]1[CH:7]=[CH:6][CH:5]=[CH:4][CH:3]=1. The yield is 0.500.